Task: Predict the reaction yield, written as a fraction of the theoretical maximum amount of product (1.0 means a 100% yield; for example, 0.34 means a 34% yield).. Dataset: Reaction yield outcomes from USPTO patents with 853,638 reactions (1) The reactants are [Cl:1][C:2]1[CH:3]=[C:4]2[C:12](=[C:13]([N+:17]([O-])=O)[C:14]=1[O:15][CH3:16])[NH:11][C:10]1[CH:9]=[N:8][CH:7]=[CH:6][C:5]2=1.[H][H].C([O-])(O)=O.[Na+]. The catalyst is CO.[Pd]. The product is [Cl:1][C:2]1[CH:3]=[C:4]2[C:12](=[C:13]([NH2:17])[C:14]=1[O:15][CH3:16])[NH:11][C:10]1[CH:9]=[N:8][CH:7]=[CH:6][C:5]2=1. The yield is 1.00. (2) The reactants are [Cl:1][C:2]1[C:3]([N:24]2[CH2:29][CH2:28][CH2:27][C@H:26]([NH:30]C(=O)OC(C)(C)C)[CH2:25]2)=[N:4][C:5]([N:8]2[C:16]3[CH:15]=[C:14]([C:17]4[CH:22]=[N:21][CH:20]=[C:19]([CH3:23])[N:18]=4)[N:13]=[CH:12][C:11]=3[CH:10]=[N:9]2)=[CH:6][N:7]=1.FC(F)(F)C(O)=O. The catalyst is ClCCl. The product is [Cl:1][C:2]1[C:3]([N:24]2[CH2:29][CH2:28][CH2:27][C@H:26]([NH2:30])[CH2:25]2)=[N:4][C:5]([N:8]2[C:16]3[CH:15]=[C:14]([C:17]4[CH:22]=[N:21][CH:20]=[C:19]([CH3:23])[N:18]=4)[N:13]=[CH:12][C:11]=3[CH:10]=[N:9]2)=[CH:6][N:7]=1. The yield is 0.490. (3) The reactants are C([O:3][C:4]([O:6][C@H:7]([CH2:11][CH2:12][CH2:13][C:14]1[CH:19]=[CH:18][C:17]([O:20][CH2:21][C:22]2[N:23]=[C:24]([C:28]3[CH:33]=[CH:32][CH:31]=[CH:30][CH:29]=3)[S:25][C:26]=2[CH3:27])=[CH:16][CH:15]=1)[C:8]([NH2:10])=[O:9])=O)C.C1CCN2C(=NCCC2)CC1.O.Cl. The catalyst is C(O)C. The product is [CH3:27][C:26]1[S:25][C:24]([C:28]2[CH:33]=[CH:32][CH:31]=[CH:30][CH:29]=2)=[N:23][C:22]=1[CH2:21][O:20][C:17]1[CH:16]=[CH:15][C:14]([CH2:13][CH2:12][CH2:11][C@H:7]2[O:6][C:4](=[O:3])[NH:10][C:8]2=[O:9])=[CH:19][CH:18]=1. The yield is 0.950. (4) The reactants are [CH3:1][O:2][C:3]1[CH:4]=[C:5]2[C:10](=[CH:11][C:12]=1[O:13][CH3:14])[N:9]=[CH:8][CH:7]=[C:6]2[O:15][C:16]1[C:22]([CH3:23])=[CH:21][C:19]([NH2:20])=[C:18]([CH3:24])[CH:17]=1.Cl[C:26](Cl)([O:28][C:29](=[O:35])OC(Cl)(Cl)Cl)Cl.[CH:37]1(O)[CH2:43][CH2:42]C[CH2:40][CH2:39][CH2:38]1.C(=O)(O)[O-].[Na+]. The catalyst is C(Cl)Cl.C(N(CC)CC)C.C1(C)C=CC=CC=1. The product is [CH3:1][O:2][C:3]1[CH:4]=[C:5]2[C:10](=[CH:11][C:12]=1[O:13][CH3:14])[N:9]=[CH:8][CH:7]=[C:6]2[O:15][C:16]1[C:22]([CH3:23])=[CH:21][C:19]([NH:20][C:29](=[O:35])[O:28][CH:26]2[CH2:40][CH2:39][CH2:38][CH2:37][CH2:43][CH2:42]2)=[C:18]([CH3:24])[CH:17]=1. The yield is 0.910. (5) The reactants are [Br:1][C:2]1[C:3]([NH:10][CH2:11][CH3:12])=[C:4]([NH2:9])[C:5]([Cl:8])=[N:6][CH:7]=1.Cl.CN(C)CCCN=C=NCC.[C:25]([CH2:27][C:28](O)=[O:29])#[N:26].CN1CCOCC1. The catalyst is C(Cl)Cl. The product is [Br:1][C:2]1[C:3]([NH:10][CH2:11][CH3:12])=[C:4]([NH:9][C:28](=[O:29])[CH2:27][C:25]#[N:26])[C:5]([Cl:8])=[N:6][CH:7]=1. The yield is 0.760.